From a dataset of Peptide-MHC class I binding affinity with 185,985 pairs from IEDB/IMGT. Regression. Given a peptide amino acid sequence and an MHC pseudo amino acid sequence, predict their binding affinity value. This is MHC class I binding data. The peptide sequence is PEWDFISTPPL. The MHC is Mamu-A11 with pseudo-sequence Mamu-A11. The binding affinity (normalized) is 0.246.